This data is from Aqueous solubility values for 9,982 compounds from the AqSolDB database. The task is: Regression/Classification. Given a drug SMILES string, predict its absorption, distribution, metabolism, or excretion properties. Task type varies by dataset: regression for continuous measurements (e.g., permeability, clearance, half-life) or binary classification for categorical outcomes (e.g., BBB penetration, CYP inhibition). For this dataset (solubility_aqsoldb), we predict Y. (1) The drug is CCCCC(CC)CO.O=P(O)(O)O. The Y is -1.24 log mol/L. (2) The drug is CCCCCCCCCCCC(=O)OCC(O)[C@H]1OC[C@@H](O)[C@@H]1O. The Y is -5.06 log mol/L. (3) The molecule is O=C1NC(=O)C(=O)N1. The Y is -0.400 log mol/L. (4) The compound is CC(=O)C(N=Nc1ccc([N+](=O)[O-])cc1)C(=O)Nc1ccc2[nH]c(=O)[nH]c2c1. The Y is -7.53 log mol/L. (5) The drug is CC(C)N.CCCCOCC1CO1.FB(F)F. The Y is -0.538 log mol/L. (6) The compound is [Al+3].[F-].[F-].[F-]. The Y is -4.20 log mol/L. (7) The compound is NS(=O)(=O)c1ccccc1. The Y is -1.56 log mol/L. (8) The molecule is O=C(O)CC(Cl)C(=O)O. The Y is 0.0767 log mol/L.